Dataset: Full USPTO retrosynthesis dataset with 1.9M reactions from patents (1976-2016). Task: Predict the reactants needed to synthesize the given product. (1) Given the product [Cl:1][C:2]1[CH:3]=[C:4]([CH:9]([CH2:17][CH:18]2[CH2:22][CH2:21][C:20](=[O:23])[CH2:19]2)[C:10]([NH:12][C:13]([NH:15][CH3:16])=[O:14])=[O:11])[CH:5]=[CH:6][C:7]=1[Cl:8], predict the reactants needed to synthesize it. The reactants are: [Cl:1][C:2]1[CH:3]=[C:4]([CH:9]([CH2:17][CH:18]2[CH2:22][CH2:21][CH:20]([OH:23])[CH2:19]2)[C:10]([NH:12][C:13]([NH:15][CH3:16])=[O:14])=[O:11])[CH:5]=[CH:6][C:7]=1[Cl:8].[Cr](Cl)([O-])(=O)=O.[NH+]1C=CC=CC=1. (2) Given the product [N:34]([CH:2]1[CH2:11][CH2:10][CH2:9][C:8]2[CH:7]=[C:6]([O:12][S:13]([C:16]([F:19])([F:18])[F:17])(=[O:15])=[O:14])[CH:5]=[CH:4][C:3]1=2)=[N+:35]=[N-:36], predict the reactants needed to synthesize it. The reactants are: O[CH:2]1[CH2:11][CH2:10][CH2:9][C:8]2[CH:7]=[C:6]([O:12][S:13]([C:16]([F:19])([F:18])[F:17])(=[O:15])=[O:14])[CH:5]=[CH:4][C:3]1=2.C1C=CC(P([N:34]=[N+:35]=[N-:36])(C2C=CC=CC=2)=O)=CC=1.C1CCN2C(=NCCC2)CC1. (3) Given the product [CH3:1][O:2][C:3](=[O:31])[CH:4]([C:6]1[CH:11]=[CH:10][C:9](/[CH:12]=[CH:13]/[C:14](=[O:30])[NH:15][C:16]2[CH:21]=[CH:20][CH:19]=[CH:18][C:17]=2[NH:22][C:23]([O:25][C:26]([CH3:28])([CH3:27])[CH3:29])=[O:24])=[CH:8][CH:7]=1)[O:5][S:40]([CH3:39])(=[O:42])=[O:41], predict the reactants needed to synthesize it. The reactants are: [CH3:1][O:2][C:3](=[O:31])[CH:4]([C:6]1[CH:11]=[CH:10][C:9]([CH:12]=[CH:13][C:14](=[O:30])[NH:15][C:16]2[CH:21]=[CH:20][CH:19]=[CH:18][C:17]=2[NH:22][C:23]([O:25][C:26]([CH3:29])([CH3:28])[CH3:27])=[O:24])=[CH:8][CH:7]=1)[OH:5].C(N(CC)CC)C.[CH3:39][S:40](Cl)(=[O:42])=[O:41]. (4) Given the product [CH2:1]([O:5][C:6]([N:8]1[CH2:9][CH2:10][N:11]([C:14](=[O:26])[C@@H:15]([NH2:18])[CH2:16][F:17])[CH2:12][CH2:13]1)=[O:7])[CH2:2][CH2:3][CH3:4], predict the reactants needed to synthesize it. The reactants are: [CH2:1]([O:5][C:6]([N:8]1[CH2:13][CH2:12][N:11]([C:14](=[O:26])[C@@H:15]([NH:18]C(OC(C)(C)C)=O)[CH2:16][F:17])[CH2:10][CH2:9]1)=[O:7])[CH2:2][CH2:3][CH3:4].C(O)(C(F)(F)F)=O. (5) Given the product [Cl:1][C:2]1[CH:7]=[CH:6][C:5]([CH:8]([C:28]2[CH:29]=[CH:30][C:31]([Cl:34])=[CH:32][CH:33]=2)[C:10]2[CH:11]=[C:12]3[C:17](=[CH:18][CH:19]=2)[N:16]=[CH:15][CH:14]=[C:13]3/[CH:20]=[CH:21]/[C:22]2[CH:27]=[CH:26][CH:25]=[CH:24][CH:23]=2)=[CH:4][CH:3]=1, predict the reactants needed to synthesize it. The reactants are: [Cl:1][C:2]1[CH:7]=[CH:6][C:5]([C:8]([C:28]2[CH:33]=[CH:32][C:31]([Cl:34])=[CH:30][CH:29]=2)([C:10]2[CH:11]=[C:12]3[C:17](=[CH:18][CH:19]=2)[N:16]=[CH:15][CH:14]=[C:13]3/[CH:20]=[CH:21]/[C:22]2[CH:27]=[CH:26][CH:25]=[CH:24][CH:23]=2)O)=[CH:4][CH:3]=1.C([SiH](CC)CC)C.C([O-])(O)=O.[Na+].[OH-].[Na+].